From a dataset of Reaction yield outcomes from USPTO patents with 853,638 reactions. Predict the reaction yield, written as a fraction of the theoretical maximum amount of product (1.0 means a 100% yield; for example, 0.34 means a 34% yield). (1) The reactants are [OH:1][C:2]1[CH:9]=[CH:8][C:5]([CH:6]=[O:7])=[CH:4][CH:3]=1.C([CH:12](CC)[C:13]([OH:15])=[O:14])C.Br[CH2:19][CH:20]=O.C(=O)([O-])[O-].[K+].[K+].[C:28]1(C)C=CC=C[CH:29]=1. The catalyst is [Br-].C([N+](CCCC)(CCCC)CCCC)CCC.O. The product is [CH2:28]([O:15][CH:13]([O:14][CH2:19][CH3:20])[CH2:12][O:1][C:2]1[CH:9]=[CH:8][C:5]([CH:6]=[O:7])=[CH:4][CH:3]=1)[CH3:29]. The yield is 0.790. (2) The reactants are [F:1][C:2]1[CH:3]=[CH:4][C:5]([NH:8][NH:9][C:10](=O)[CH2:11][CH2:12][N:13]2[CH2:18][CH2:17][N:16]([CH3:19])[CH2:15][CH2:14]2)=[N:6][CH:7]=1.C1(P(C2C=CC=CC=2)C2C=CC=CC=2)C=CC=CC=1.C(N(CC)CC)C.ClC(Cl)(Cl)C(Cl)(Cl)Cl. The catalyst is C1COCC1. The product is [F:1][C:2]1[CH:3]=[CH:4][C:5]2[N:6]([C:10]([CH2:11][CH2:12][N:13]3[CH2:18][CH2:17][N:16]([CH3:19])[CH2:15][CH2:14]3)=[N:9][N:8]=2)[CH:7]=1. The yield is 0.720. (3) The reactants are [CH3:1][O:2][C:3]([NH:5][C@@H:6]([CH:28]([CH3:30])[CH3:29])[C:7]([N:9]1[C@H:17]([C:18]([O:20]CC2C=CC=CC=2)=[O:19])[CH2:16][C:11]2([O:15][CH2:14][CH2:13][O:12]2)[CH2:10]1)=[O:8])=[O:4]. The catalyst is C(O)C.[Pd]. The product is [CH3:1][O:2][C:3]([NH:5][C@@H:6]([CH:28]([CH3:30])[CH3:29])[C:7]([N:9]1[C@H:17]([C:18]([OH:20])=[O:19])[CH2:16][C:11]2([O:15][CH2:14][CH2:13][O:12]2)[CH2:10]1)=[O:8])=[O:4]. The yield is 0.980.